Dataset: NCI-60 drug combinations with 297,098 pairs across 59 cell lines. Task: Regression. Given two drug SMILES strings and cell line genomic features, predict the synergy score measuring deviation from expected non-interaction effect. (1) Drug 1: CCC1(CC2CC(C3=C(CCN(C2)C1)C4=CC=CC=C4N3)(C5=C(C=C6C(=C5)C78CCN9C7C(C=CC9)(C(C(C8N6C=O)(C(=O)OC)O)OC(=O)C)CC)OC)C(=O)OC)O.OS(=O)(=O)O. Drug 2: CNC(=O)C1=NC=CC(=C1)OC2=CC=C(C=C2)NC(=O)NC3=CC(=C(C=C3)Cl)C(F)(F)F. Cell line: NCI-H226. Synergy scores: CSS=-2.29, Synergy_ZIP=0.884, Synergy_Bliss=-0.713, Synergy_Loewe=-0.708, Synergy_HSA=-2.71. (2) Drug 1: COCCOC1=C(C=C2C(=C1)C(=NC=N2)NC3=CC=CC(=C3)C#C)OCCOC.Cl. Drug 2: N.N.Cl[Pt+2]Cl. Cell line: CAKI-1. Synergy scores: CSS=32.9, Synergy_ZIP=-13.6, Synergy_Bliss=-4.27, Synergy_Loewe=2.00, Synergy_HSA=2.75. (3) Drug 1: CN(C)C1=NC(=NC(=N1)N(C)C)N(C)C. Drug 2: CC(C1=C(C=CC(=C1Cl)F)Cl)OC2=C(N=CC(=C2)C3=CN(N=C3)C4CCNCC4)N. Cell line: HOP-62. Synergy scores: CSS=2.26, Synergy_ZIP=4.60, Synergy_Bliss=9.20, Synergy_Loewe=2.08, Synergy_HSA=3.74.